From a dataset of Full USPTO retrosynthesis dataset with 1.9M reactions from patents (1976-2016). Predict the reactants needed to synthesize the given product. (1) The reactants are: [Cl:1][C:2]1[CH:7]=[CH:6][C:5]([C@@H:8]2[CH2:12][N:11]([C:13]([CH:15]3[CH2:20][CH2:19][NH:18][CH2:17][CH2:16]3)=[O:14])[CH2:10][C@H:9]2[N:21]([CH3:32])[C:22](=[O:31])[O:23][C:24]2[CH:29]=[CH:28][C:27]([F:30])=[CH:26][CH:25]=2)=[CH:4][CH:3]=1.CN(C(ON1N=NC2C=CC=NC1=2)=[N+](C)C)C.F[P-](F)(F)(F)(F)F.[CH:57]1([C:61](O)=[O:62])[CH2:60][CH2:59][CH2:58]1.CCN(C(C)C)C(C)C. Given the product [F:30][C:27]1[CH:26]=[CH:25][C:24]([O:23][C:22](=[O:31])[N:21]([C@H:9]2[C@H:8]([C:5]3[CH:4]=[CH:3][C:2]([Cl:1])=[CH:7][CH:6]=3)[CH2:12][N:11]([C:13]([CH:15]3[CH2:20][CH2:19][N:18]([C:61]([CH:57]4[CH2:60][CH2:59][CH2:58]4)=[O:62])[CH2:17][CH2:16]3)=[O:14])[CH2:10]2)[CH3:32])=[CH:29][CH:28]=1, predict the reactants needed to synthesize it. (2) The reactants are: [Cl:1][C:2]1[CH:3]=[C:4]([CH:9]=[CH:10][CH:11]=1)[C:5]([NH:7][NH2:8])=[O:6].[C:12]1(=[O:18])[O:17][C:15](=[O:16])[CH2:14][CH2:13]1. Given the product [Cl:1][C:2]1[CH:3]=[C:4]([CH:9]=[CH:10][CH:11]=1)[C:5]([NH:7][NH:8][C:12](=[O:18])[CH2:13][CH2:14][C:15]([OH:17])=[O:16])=[O:6], predict the reactants needed to synthesize it. (3) Given the product [CH2:1]([O:3][C:4]([C:6]1[CH2:11][C@H:10]([NH:12][CH2:13][CH:14]=[CH2:15])[C@@H:9]([NH:16][C:23](=[O:25])[CH3:24])[C@H:8]([O:17][CH:18]([CH2:21][CH3:22])[CH2:19][CH3:20])[CH:7]=1)=[O:5])[CH3:2], predict the reactants needed to synthesize it. The reactants are: [CH2:1]([O:3][C:4]([C:6]1[CH2:11][C@H:10]([NH:12][CH2:13][CH:14]=[CH2:15])[C@@H:9]([NH2:16])[C@H:8]([O:17][CH:18]([CH2:21][CH3:22])[CH2:19][CH3:20])[CH:7]=1)=[O:5])[CH3:2].[C:23](O)(=[O:25])[CH3:24].CS(O)(=O)=O.C(OC(=O)C)(=O)C. (4) Given the product [CH3:16][S:17][C:18]1[CH:24]=[CH:23][C:21]([NH:22][N:10]=[C:11]2[C:12]([NH2:13])=[N:32][N:31]=[C:14]2[NH2:15])=[CH:20][CH:19]=1, predict the reactants needed to synthesize it. The reactants are: CSC1C=CC(N[N:10]=[C:11]([C:14]#[N:15])[C:12]#[N:13])=CC=1.[CH3:16][S:17][C:18]1[CH:24]=[CH:23][C:21]([NH2:22])=[CH:20][CH:19]=1.C(#N)CC#N.O.[NH2:31][NH2:32]. (5) Given the product [CH3:1][O:2][C:3]1[CH:8]=[CH:7][C:6]([C:9]2[CH:17]=[CH:16][CH:15]=[C:14]3[C:10]=2[C:11](=[CH:34][C:21]2[NH:22][CH:23]=[C:24]([C:25]([N:27]4[CH2:28][CH2:29][N:30]([CH3:33])[CH2:31][CH2:32]4)=[O:26])[C:20]=2[CH3:19])[C:12](=[O:18])[NH:13]3)=[CH:5][CH:4]=1, predict the reactants needed to synthesize it. The reactants are: [CH3:1][O:2][C:3]1[CH:8]=[CH:7][C:6]([C:9]2[CH:17]=[CH:16][CH:15]=[C:14]3[C:10]=2[CH2:11][C:12](=[O:18])[NH:13]3)=[CH:5][CH:4]=1.[CH3:19][C:20]1[C:24]([C:25]([N:27]2[CH2:32][CH2:31][N:30]([CH3:33])[CH2:29][CH2:28]2)=[O:26])=[CH:23][NH:22][C:21]=1[CH:34]=O. (6) Given the product [OH:4][C@H:5]1[CH2:6][N:7]([C:33](=[O:35])[CH3:34])[C@@H:8]([C:10]2[N:14]3[C:15]4[CH:21]=[CH:20][NH:19][C:16]=4[N:17]=[CH:18][C:13]3=[C:12]([C:41]3[CH:42]=[CH:43][C:38]([NH:37][CH3:36])=[CH:39][CH:40]=3)[N:11]=2)[CH2:9]1, predict the reactants needed to synthesize it. The reactants are: C([O:4][C@@H:5]1[CH2:9][C@H:8]([C:10]2[N:14]3[C:15]4[CH:21]=[CH:20][N:19](S(C5C=CC(C)=CC=5)(=O)=O)[C:16]=4[N:17]=[CH:18][C:13]3=[C:12](Br)[N:11]=2)[N:7]([C:33](=[O:35])[CH3:34])[CH2:6]1)(=O)C.[CH3:36][NH:37][C:38]1[CH:43]=[CH:42][C:41](B2OC(C)(C)C(C)(C)O2)=[CH:40][CH:39]=1.C([O-])([O-])=O.[K+].[K+].[OH-].[Na+]. (7) Given the product [C:37]1([O:36][C:35](=[O:43])[NH:3][C:4]2[CH:27]=[CH:26][C:7]([O:8][C:9]3[CH:10]=[CH:11][C:12]([NH:15][C:16](=[O:25])[C:17]4[CH:22]=[CH:21][C:20]([Cl:23])=[C:19]([Cl:24])[CH:18]=4)=[CH:13][N:14]=3)=[CH:6][CH:5]=2)[CH:42]=[CH:41][CH:40]=[CH:39][CH:38]=1, predict the reactants needed to synthesize it. The reactants are: Cl.Cl.[NH2:3][C:4]1[CH:27]=[CH:26][C:7]([O:8][C:9]2[N:14]=[CH:13][C:12]([NH:15][C:16](=[O:25])[C:17]3[CH:22]=[CH:21][C:20]([Cl:23])=[C:19]([Cl:24])[CH:18]=3)=[CH:11][CH:10]=2)=[CH:6][CH:5]=1.C(N(CC)CC)C.[C:35](Cl)(=[O:43])[O:36][C:37]1[CH:42]=[CH:41][CH:40]=[CH:39][CH:38]=1.O. (8) Given the product [C:4]([Si:1]([O:8][CH2:9][C:10]1[C:15]2[CH:16]=[CH:17][CH2:18][CH2:19][CH2:20][CH2:21][C:14]=2[CH:13]=[CH:12][CH:11]=1)([CH3:3])[CH3:2])([CH3:7])([CH3:5])[CH3:6], predict the reactants needed to synthesize it. The reactants are: [Si:1]([O:8][CH2:9][C:10]1[C:15]2[CH:16](O)[CH2:17][CH2:18][CH2:19][CH2:20][CH2:21][C:14]=2[CH:13]=[CH:12][CH:11]=1)([C:4]([CH3:7])([CH3:6])[CH3:5])([CH3:3])[CH3:2].C(N(CC)CC)C.CS(Cl)(=O)=O.[Cl-].[Li+].C1CCN2C(=NCCC2)CC1.